This data is from Forward reaction prediction with 1.9M reactions from USPTO patents (1976-2016). The task is: Predict the product of the given reaction. (1) Given the reactants [N+:1]([C:4]1[CH:5]=[N:6][NH:7][CH:8]=1)([O-:3])=[O:2].[C:9]([NH:16][CH2:17][CH2:18]Br)([O:11][C:12]([CH3:15])([CH3:14])[CH3:13])=[O:10].C([O-])([O-])=O.[Cs+].[Cs+].CC#N, predict the reaction product. The product is: [N+:1]([C:4]1[CH:5]=[N:6][N:7]([CH2:18][CH2:17][NH:16][C:9](=[O:10])[O:11][C:12]([CH3:15])([CH3:14])[CH3:13])[CH:8]=1)([O-:3])=[O:2]. (2) Given the reactants [NH2:1][C@H:2]1[CH2:7][CH2:6][C@H:5]([CH2:8][CH2:9][N:10]2[CH2:15][CH2:14][CH:13]([O:16][C:17]3[CH:24]=[CH:23][C:20]([C:21]#[N:22])=[CH:19][C:18]=3[F:25])[CH2:12][CH2:11]2)[CH2:4][CH2:3]1.[S:26]1[CH:30]=[CH:29][CH:28]=[C:27]1[C:31](O)=[O:32], predict the reaction product. The product is: [C:21]([C:20]1[CH:23]=[CH:24][C:17]([O:16][CH:13]2[CH2:12][CH2:11][N:10]([CH2:9][CH2:8][C@H:5]3[CH2:6][CH2:7][C@H:2]([NH:1][C:31]([C:27]4[S:26][CH:30]=[CH:29][CH:28]=4)=[O:32])[CH2:3][CH2:4]3)[CH2:15][CH2:14]2)=[C:18]([F:25])[CH:19]=1)#[N:22]. (3) Given the reactants [NH2:1][C:2]1[C:3]([CH2:9][C:10]([O:12]CC)=O)=[N:4][CH:5]=[C:6]([Br:8])[CH:7]=1.Cl.[C:16]([O-:19])(O)=O.[Na+], predict the reaction product. The product is: [Br:8][C:6]1[CH:7]=[C:2]2[NH:1][C:10](=[O:12])[CH2:9][C:3]2=[N:4][CH:5]=1.[NH:1]1[C:2]2[C:3](=[CH:9][CH:10]=[CH:6][CH:7]=2)[NH:4][C:16]1=[O:19]. (4) Given the reactants [NH2:1][C:2]1[C:7]([C:8]#[N:9])=[C:6]([C:10]2[CH:15]=[CH:14][C:13]([OH:16])=[CH:12][CH:11]=2)[C:5]([C:17]#[N:18])=[C:4]([SH:19])[N:3]=1.C(=O)(O)[O-].[Na+].Br[CH2:26][CH2:27][OH:28], predict the reaction product. The product is: [NH2:1][C:2]1[C:7]([C:8]#[N:9])=[C:6]([C:10]2[CH:11]=[CH:12][C:13]([OH:16])=[CH:14][CH:15]=2)[C:5]([C:17]#[N:18])=[C:4]([S:19][CH2:26][CH2:27][OH:28])[N:3]=1. (5) Given the reactants [F:1][C@H:2]1[CH2:19][C@@:17]2([CH3:18])[C@@H:13]([CH2:14][CH2:15][C:16]2=[O:20])[C@H:12]2[C@H:3]1[C@@H:4]1[C:9]([CH2:10][C@H:11]2[CH3:21])=[CH:8][C:7](=[O:22])[CH2:6][CH2:5]1.C(O)C.O.[BH4-].[Na+], predict the reaction product. The product is: [F:1][C@H:2]1[CH2:19][C@@:17]2([CH3:18])[C@@H:13]([CH2:14][CH2:15][C@@H:16]2[OH:20])[C@H:12]2[C@H:3]1[C@@H:4]1[C:9]([CH2:10][C@H:11]2[CH3:21])=[CH:8][C:7](=[O:22])[CH2:6][CH2:5]1.